Regression. Given two drug SMILES strings and cell line genomic features, predict the synergy score measuring deviation from expected non-interaction effect. From a dataset of NCI-60 drug combinations with 297,098 pairs across 59 cell lines. (1) Drug 1: C1=CC(=CC=C1CC(C(=O)O)N)N(CCCl)CCCl.Cl. Synergy scores: CSS=5.17, Synergy_ZIP=-0.00400, Synergy_Bliss=1.48, Synergy_Loewe=-0.990, Synergy_HSA=-1.21. Drug 2: B(C(CC(C)C)NC(=O)C(CC1=CC=CC=C1)NC(=O)C2=NC=CN=C2)(O)O. Cell line: SNB-75. (2) Drug 1: CN(C)C1=NC(=NC(=N1)N(C)C)N(C)C. Drug 2: CC1C(C(CC(O1)OC2CC(CC3=C2C(=C4C(=C3O)C(=O)C5=CC=CC=C5C4=O)O)(C(=O)C)O)N)O. Cell line: 786-0. Synergy scores: CSS=33.7, Synergy_ZIP=1.40, Synergy_Bliss=-1.60, Synergy_Loewe=-41.6, Synergy_HSA=-2.37. (3) Synergy scores: CSS=29.5, Synergy_ZIP=-7.52, Synergy_Bliss=-1.72, Synergy_Loewe=-1.94, Synergy_HSA=-1.01. Drug 1: CC12CCC(CC1=CCC3C2CCC4(C3CC=C4C5=CN=CC=C5)C)O. Cell line: HOP-92. Drug 2: C1CCC(CC1)NC(=O)N(CCCl)N=O.